Dataset: Catalyst prediction with 721,799 reactions and 888 catalyst types from USPTO. Task: Predict which catalyst facilitates the given reaction. (1) Reactant: [CH3:1][O:2][C:3]1[CH:8]=[CH:7][C:6]([N+:9]([O-:11])=[O:10])=[C:5]([N+:12]([O-])=O)[C:4]=1[CH3:15].[N-:16]=[N+:17]=[N-].[Na+]. Product: [N:12]([C:5]1[C:4]([CH3:15])=[C:3]([O:2][CH3:1])[CH:8]=[CH:7][C:6]=1[N+:9]([O-:11])=[O:10])=[N+:16]=[N-:17]. The catalyst class is: 16. (2) Reactant: [CH2:1]([O:3][C:4](=[O:13])[C:5](=[CH:11]Cl)[C:6]([O:8][CH2:9][CH3:10])=[O:7])[CH3:2].C(N(CC)CC)C.[CH3:21][O:22][C:23]1[CH:24]=[C:25]2[C:30](=[C:31]3[CH2:35][C:34]([CH3:37])([CH3:36])[O:33][C:32]=13)[C:29]([C:38]1[CH:39]=[C:40]([NH2:44])[CH:41]=[CH:42][CH:43]=1)=[N:28][C:27]([CH3:46])([CH3:45])[CH2:26]2.O. Product: [CH2:1]([O:3][C:4](=[O:13])[C:5](=[CH:11][NH:44][C:40]1[CH:41]=[CH:42][CH:43]=[C:38]([C:29]2[C:30]3[C:25](=[CH:24][C:23]([O:22][CH3:21])=[C:32]4[O:33][C:34]([CH3:36])([CH3:37])[CH2:35][C:31]4=3)[CH2:26][C:27]([CH3:46])([CH3:45])[N:28]=2)[CH:39]=1)[C:6]([O:8][CH2:9][CH3:10])=[O:7])[CH3:2]. The catalyst class is: 11. (3) Reactant: [CH2:1]([N:8]1[CH:13]2[CH:14]([OH:16])[CH2:15][CH:9]1[CH2:10][C:11](=[O:17])[CH2:12]2)[C:2]1[CH:7]=[CH:6][CH:5]=[CH:4][CH:3]=1.N1C=CN=C1.[CH3:23][C:24]([Si:27](Cl)([CH3:29])[CH3:28])([CH3:26])[CH3:25]. Product: [CH2:1]([N:8]1[CH:13]2[CH:14]([O:16][Si:27]([C:24]([CH3:26])([CH3:25])[CH3:23])([CH3:29])[CH3:28])[CH2:15][CH:9]1[CH2:10][C:11](=[O:17])[CH2:12]2)[C:2]1[CH:3]=[CH:4][CH:5]=[CH:6][CH:7]=1. The catalyst class is: 2.